From a dataset of Forward reaction prediction with 1.9M reactions from USPTO patents (1976-2016). Predict the product of the given reaction. Given the reactants [CH3:1][S:2](Cl)(=[O:4])=[O:3].[OH:6][CH:7]1[CH2:24][CH2:23][C:10]2([CH2:15][CH2:14][N:13]([C:16]([O:18][C:19]([CH3:22])([CH3:21])[CH3:20])=[O:17])[CH2:12][CH2:11]2)[CH2:9][CH2:8]1.CCN(CC)CC, predict the reaction product. The product is: [CH3:1][S:2]([O:6][CH:7]1[CH2:8][CH2:9][C:10]2([CH2:15][CH2:14][N:13]([C:16]([O:18][C:19]([CH3:20])([CH3:21])[CH3:22])=[O:17])[CH2:12][CH2:11]2)[CH2:23][CH2:24]1)(=[O:4])=[O:3].